Predict the reactants needed to synthesize the given product. From a dataset of Full USPTO retrosynthesis dataset with 1.9M reactions from patents (1976-2016). (1) Given the product [CH2:1]([O:8][CH2:9][C:10]1[C:15]([Cl:16])=[CH:14][CH:13]=[C:12]([NH:19][NH2:20])[N:11]=1)[C:2]1[CH:7]=[CH:6][CH:5]=[CH:4][CH:3]=1, predict the reactants needed to synthesize it. The reactants are: [CH2:1]([O:8][CH2:9][C:10]1[C:15]([Cl:16])=[CH:14][CH:13]=[C:12](Cl)[N:11]=1)[C:2]1[CH:7]=[CH:6][CH:5]=[CH:4][CH:3]=1.O.[NH2:19][NH2:20]. (2) Given the product [NH2:6][C@H:15]1[CH2:16][CH2:17][C@H:18]([O:21][C:22](=[O:32])[C:23]2[CH:28]=[CH:27][C:26]([N+:29]([O-:31])=[O:30])=[CH:25][CH:24]=2)[CH2:19][CH2:20]1, predict the reactants needed to synthesize it. The reactants are: O.NN.O=C1C2C(=CC=CC=2)C(=O)[N:6]1[C@@H:15]1[CH2:20][CH2:19][C@H:18]([O:21][C:22](=[O:32])[C:23]2[CH:28]=[CH:27][C:26]([N+:29]([O-:31])=[O:30])=[CH:25][CH:24]=2)[CH2:17][CH2:16]1.CO. (3) Given the product [Cl:1][C:2]1([C:5]([O:7][C:10]2[C:11]([F:18])=[C:12]([F:17])[C:13]([F:16])=[C:14]([F:15])[C:9]=2[F:8])=[O:6])[CH2:4][CH2:3]1, predict the reactants needed to synthesize it. The reactants are: [Cl:1][C:2]1([C:5]([OH:7])=[O:6])[CH2:4][CH2:3]1.[F:8][C:9]1[C:14]([F:15])=[C:13]([F:16])[C:12]([F:17])=[C:11]([F:18])[C:10]=1O. (4) The reactants are: [Cl:1][C:2]1[C:3]([F:42])=[C:4]([C@@H:8]2[C@:12]([C:15]3[CH:20]=[CH:19][C:18]([Cl:21])=[CH:17][C:16]=3[F:22])([C:13]#[N:14])[C@H:11]([CH2:23][C:24]([CH3:27])([CH3:26])[CH3:25])[NH:10][C@H:9]2[C:28]([NH:30][C:31]2[CH:39]=[CH:38][C:34]([C:35]([OH:37])=[O:36])=[CH:33][C:32]=2[O:40][CH3:41])=[O:29])[CH:5]=[CH:6][CH:7]=1.Cl.Cl[CH2:45][C:46]([N:48]1[CH2:53][CH2:52][N:51]([CH3:54])[CH2:50][CH2:49]1)=[O:47].C(=O)([O-])[O-].[Cs+].[Cs+].CN(C)C=O. Given the product [ClH:1].[CH3:54][N:51]1[CH2:52][CH2:53][N:48]([C:46](=[O:47])[CH2:45][O:36][C:35](=[O:37])[C:34]2[CH:38]=[CH:39][C:31]([NH:30][C:28]([C@H:9]3[C@H:8]([C:4]4[CH:5]=[CH:6][CH:7]=[C:2]([Cl:1])[C:3]=4[F:42])[C@:12]([C:15]4[CH:20]=[CH:19][C:18]([Cl:21])=[CH:17][C:16]=4[F:22])([C:13]#[N:14])[C@H:11]([CH2:23][C:24]([CH3:26])([CH3:27])[CH3:25])[NH:10]3)=[O:29])=[C:32]([O:40][CH3:41])[CH:33]=2)[CH2:49][CH2:50]1, predict the reactants needed to synthesize it. (5) Given the product [F:41][C:34]1[CH:35]=[C:36]([F:40])[C:37]([F:39])=[CH:38][C:33]=1[NH:32][C:29]1[O:28][C:27]([C:25]2[NH:5][C:6]3[CH:7]=[C:8]([O:9][C@@H:10]4[CH2:15][CH2:14][C@H:13]([C:16]([O:18][CH2:19][CH3:20])=[O:17])[CH2:12][CH2:11]4)[CH:21]=[CH:22][C:23]=3[N:24]=2)=[N:31][N:30]=1, predict the reactants needed to synthesize it. The reactants are: C(O)(=O)C.[NH2:5][C:6]1[CH:7]=[C:8]([CH:21]=[CH:22][C:23]=1[NH:24][C:25]([C:27]1[O:28][C:29]([NH:32][C:33]2[CH:38]=[C:37]([F:39])[C:36]([F:40])=[CH:35][C:34]=2[F:41])=[N:30][N:31]=1)=O)[O:9][C@@H:10]1[CH2:15][CH2:14][C@H:13]([C:16]([O:18][CH2:19][CH3:20])=[O:17])[CH2:12][CH2:11]1. (6) Given the product [BrH:21].[Br:21][CH:9]([C:10]1[CH:11]=[C:12]2[C:17](=[CH:18][CH:19]=1)[N:16]=[CH:15][CH:14]=[CH:13]2)[C:8]([C:6]1[CH:5]=[CH:4][CH:3]=[C:2]([CH3:1])[N:7]=1)=[O:20], predict the reactants needed to synthesize it. The reactants are: [CH3:1][C:2]1[N:7]=[C:6]([C:8](=[O:20])[CH2:9][C:10]2[CH:11]=[C:12]3[C:17](=[CH:18][CH:19]=2)[N:16]=[CH:15][CH:14]=[CH:13]3)[CH:5]=[CH:4][CH:3]=1.[Br:21]Br. (7) Given the product [CH2:1]1[C:4]2([CH2:9][CH2:8][O:7][CH2:6][CH2:5]2)[CH2:3][N:2]1[C:10]1[CH:16]=[CH:15][C:13]([NH:14][C:28]2[N:29]=[C:24]([Cl:23])[N:25]=[CH:26][N:27]=2)=[CH:12][CH:11]=1, predict the reactants needed to synthesize it. The reactants are: [CH2:1]1[C:4]2([CH2:9][CH2:8][O:7][CH2:6][CH2:5]2)[CH2:3][N:2]1[C:10]1[CH:16]=[CH:15][C:13]([NH2:14])=[CH:12][CH:11]=1.C(=O)([O-])[O-].[K+].[K+].[Cl:23][C:24]1[N:29]=[C:28](Cl)[N:27]=[CH:26][N:25]=1.